Dataset: Full USPTO retrosynthesis dataset with 1.9M reactions from patents (1976-2016). Task: Predict the reactants needed to synthesize the given product. (1) The reactants are: [C:1]([C:4]1[CH:9]=[CH:8][C:7]([NH:10][C:11]([C:13]2[N:14](COCC[Si](C)(C)C)[CH:15]=[C:16]([C:18]#[N:19])[N:17]=2)=[O:12])=[C:6]([C:28]2[CH2:33][CH2:32][C:31]([CH3:35])([CH3:34])[CH2:30][CH:29]=2)[CH:5]=1)(=[O:3])[NH2:2].[F-].C([N+](CCCC)(CCCC)CCCC)CCC. Given the product [C:1]([C:4]1[CH:9]=[CH:8][C:7]([NH:10][C:11]([C:13]2[NH:14][CH:15]=[C:16]([C:18]#[N:19])[N:17]=2)=[O:12])=[C:6]([C:28]2[CH2:33][CH2:32][C:31]([CH3:35])([CH3:34])[CH2:30][CH:29]=2)[CH:5]=1)(=[O:3])[NH2:2], predict the reactants needed to synthesize it. (2) Given the product [CH2:1]([O:3][CH2:4][C:5]1[CH:6]=[CH:7][C:8]([CH3:12])=[C:9]([NH:11][C:20](=[O:21])[CH3:22])[CH:10]=1)[CH3:2], predict the reactants needed to synthesize it. The reactants are: [CH2:1]([O:3][CH2:4][C:5]1[CH:6]=[CH:7][C:8]([CH3:12])=[C:9]([NH2:11])[CH:10]=1)[CH3:2].C(N(CC)CC)C.[C:20](Cl)([CH3:22])=[O:21]. (3) Given the product [ClH:37].[CH2:1]([C:3]1[N:13]([C:14]2[CH:15]=[CH:16][C:17]([CH2:20][CH:21]([N:23]([S:27]([C:30]3[CH:31]=[CH:32][C:33]([CH3:36])=[CH:34][CH:35]=3)(=[O:28])=[O:29])[C:24](=[O:25])[OH:26])[CH3:22])=[CH:18][CH:19]=2)[C:6]2=[N:7][C:8]([CH3:12])=[CH:9][C:10]([CH3:11])=[C:5]2[N:4]=1)[CH3:2], predict the reactants needed to synthesize it. The reactants are: [CH2:1]([C:3]1[N:13]([C:14]2[CH:19]=[CH:18][C:17]([CH2:20][CH:21]([N:23]([S:27]([C:30]3[CH:35]=[CH:34][C:33]([CH3:36])=[CH:32][CH:31]=3)(=[O:29])=[O:28])[C:24](=[O:26])[O-:25])[CH3:22])=[CH:16][CH:15]=2)[C:6]2=[N:7][C:8]([CH3:12])=[CH:9][C:10]([CH3:11])=[C:5]2[N:4]=1)[CH3:2].[ClH:37]. (4) Given the product [C:1]([O:4][C@@H:5]1[C@@H:10]([O:11][C:12](=[O:14])[CH3:13])[C@H:9]([O:15][C:16](=[O:18])[CH3:17])[C@@H:8]([CH2:19][O:20][C:21](=[O:23])[CH3:22])[O:7][C@H:6]1[O:24][C:25]1[C:29]([CH2:30][C:31]2[CH:36]=[CH:35][C:34]([O:37][CH2:38][CH2:39][C:40](=[O:41])[NH:47][C:48]([C:49](=[O:50])[NH2:51])([CH3:53])[CH3:52])=[CH:33][C:32]=2[CH3:43])=[C:28]([CH:44]([CH3:46])[CH3:45])[NH:27][N:26]=1)(=[O:3])[CH3:2], predict the reactants needed to synthesize it. The reactants are: [C:1]([O:4][C@@H:5]1[C@@H:10]([O:11][C:12](=[O:14])[CH3:13])[C@H:9]([O:15][C:16](=[O:18])[CH3:17])[C@@H:8]([CH2:19][O:20][C:21](=[O:23])[CH3:22])[O:7][C@H:6]1[O:24][C:25]1[C:29]([CH2:30][C:31]2[CH:36]=[CH:35][C:34]([O:37][CH2:38][CH2:39][C:40](O)=[O:41])=[CH:33][C:32]=2[CH3:43])=[C:28]([CH:44]([CH3:46])[CH3:45])[NH:27][N:26]=1)(=[O:3])[CH3:2].[NH2:47][C:48]([CH3:53])([CH3:52])[C:49]([NH2:51])=[O:50].ON1C2C=CC=CC=2N=N1.C(N(CC)CC)C. (5) Given the product [CH2:1]([N:8]1[CH2:13][CH2:12][N:11]([C:14](=[O:19])[CH2:15][CH2:16][CH2:17][CH3:18])[CH2:10][CH2:9]1)[C:2]1[CH:3]=[CH:4][CH:5]=[CH:6][CH:7]=1, predict the reactants needed to synthesize it. The reactants are: [CH2:1]([N:8]1[CH2:13][CH2:12][NH:11][CH2:10][CH2:9]1)[C:2]1[CH:7]=[CH:6][CH:5]=[CH:4][CH:3]=1.[C:14](Cl)(=[O:19])[CH2:15][CH2:16][CH2:17][CH3:18].C(N(CC)CC)C. (6) Given the product [CH3:13][C:14]1[CH:15]=[CH:16][C:17]([C:18]([O:20][C@H:21]2[CH2:25][C@H:24]([N:10]3[C:6]4[N:7]=[CH:8][N:9]=[C:4]([Cl:3])[C:5]=4[CH:12]=[CH:11]3)[O:23][C@@H:22]2[CH2:27][O:28][C:29](=[O:37])[C:30]2[CH:31]=[CH:32][C:33]([CH3:36])=[CH:34][CH:35]=2)=[O:19])=[CH:38][CH:39]=1, predict the reactants needed to synthesize it. The reactants are: [H-].[Na+].[Cl:3][C:4]1[C:5]2[CH:12]=[CH:11][NH:10][C:6]=2[N:7]=[CH:8][N:9]=1.[CH3:13][C:14]1[CH:39]=[CH:38][C:17]([C:18]([O:20][C@H:21]2[CH2:25][C@@H:24](Cl)[O:23][C@@H:22]2[CH2:27][O:28][C:29](=[O:37])[C:30]2[CH:35]=[CH:34][C:33]([CH3:36])=[CH:32][CH:31]=2)=[O:19])=[CH:16][CH:15]=1.